Predict the reaction yield, written as a fraction of the theoretical maximum amount of product (1.0 means a 100% yield; for example, 0.34 means a 34% yield). From a dataset of Reaction yield outcomes from USPTO patents with 853,638 reactions. The reactants are [OH:1][N:2]=[C:3]([C:5]1[CH:9]=[C:8]([N+:10]([O-:12])=[O:11])[N:7]([CH3:13])[N:6]=1)[NH2:4].[CH3:14]OC(OC)OC.FC(F)(F)C(O)=O. The catalyst is CO. The product is [CH3:13][N:7]1[C:8]([N+:10]([O-:12])=[O:11])=[CH:9][C:5]([C:3]2[N:4]=[CH:14][O:1][N:2]=2)=[N:6]1. The yield is 1.00.